Predict the product of the given reaction. From a dataset of Forward reaction prediction with 1.9M reactions from USPTO patents (1976-2016). Given the reactants Br[C:2]1[CH:7]=[C:6]([C:8](=[O:10])[CH3:9])[CH:5]=[CH:4][N:3]=1.[CH3:11][S:12](C)(=[O:14])=[O:13], predict the reaction product. The product is: [CH3:11][S:12]([C:2]1[CH:7]=[C:6]([C:8](=[O:10])[CH3:9])[CH:5]=[CH:4][N:3]=1)(=[O:14])=[O:13].